From a dataset of Reaction yield outcomes from USPTO patents with 853,638 reactions. Predict the reaction yield, written as a fraction of the theoretical maximum amount of product (1.0 means a 100% yield; for example, 0.34 means a 34% yield). (1) The reactants are [C:1]([CH:4]([CH2:10][CH2:11][CH2:12][CH3:13])[C:5](OCC)=[O:6])(=O)[CH3:2].C(=O)(O)O.[NH2:18][C:19]([NH2:21])=[NH:20]. The catalyst is C(O)C. The product is [NH2:21][C:19]1[N:20]=[C:5]([OH:6])[C:4]([CH2:10][CH2:11][CH2:12][CH3:13])=[C:1]([CH3:2])[N:18]=1. The yield is 0.470. (2) The reactants are [C:1]([C:3]1[CH:4]=[C:5]([CH:10]=[CH:11][C:12]=1[OH:13])[C:6]([O:8][CH3:9])=[O:7])#[N:2].[C:14]([O-])([O-])=O.[K+].[K+].BrCC(O[CH2:25][CH3:26])=O. The catalyst is CN(C=O)C.O. The product is [C:1]([C:3]1[CH:4]=[C:5]([CH:10]=[CH:11][C:12]=1[O:13][CH:25]([CH3:26])[CH3:14])[C:6]([O:8][CH3:9])=[O:7])#[N:2]. The yield is 0.910.